The task is: Predict the reaction yield, written as a fraction of the theoretical maximum amount of product (1.0 means a 100% yield; for example, 0.34 means a 34% yield).. This data is from Reaction yield outcomes from USPTO patents with 853,638 reactions. The reactants are C[O:2][C:3](=[O:35])[CH2:4][O:5][C:6]1[CH:15]=[CH:14][C:13]2[C:8](=[CH:9][CH:10]=[C:11]([CH2:16][NH:17][C:18]([C:20]3[CH:21]=[N:22][N:23]([C:28]4[CH:33]=[CH:32][CH:31]=[CH:30][CH:29]=4)[C:24]=3[CH2:25][CH2:26][CH3:27])=[O:19])[CH:12]=2)[C:7]=1[Br:34].[OH-].[Na+].O. The catalyst is CO. The product is [Br:34][C:7]1[C:8]2[C:13](=[CH:12][C:11]([CH2:16][NH:17][C:18]([C:20]3[CH:21]=[N:22][N:23]([C:28]4[CH:29]=[CH:30][CH:31]=[CH:32][CH:33]=4)[C:24]=3[CH2:25][CH2:26][CH3:27])=[O:19])=[CH:10][CH:9]=2)[CH:14]=[CH:15][C:6]=1[O:5][CH2:4][C:3]([OH:35])=[O:2]. The yield is 0.670.